Dataset: NCI-60 drug combinations with 297,098 pairs across 59 cell lines. Task: Regression. Given two drug SMILES strings and cell line genomic features, predict the synergy score measuring deviation from expected non-interaction effect. (1) Drug 1: CC12CCC3C(C1CCC2=O)CC(=C)C4=CC(=O)C=CC34C. Drug 2: CC1=C(C(=O)C2=C(C1=O)N3CC4C(C3(C2COC(=O)N)OC)N4)N. Cell line: HOP-92. Synergy scores: CSS=27.3, Synergy_ZIP=-0.663, Synergy_Bliss=3.15, Synergy_Loewe=-5.11, Synergy_HSA=1.42. (2) Drug 1: C1CN1C2=NC(=NC(=N2)N3CC3)N4CC4. Drug 2: CC(C)NC(=O)C1=CC=C(C=C1)CNNC.Cl. Cell line: EKVX. Synergy scores: CSS=4.25, Synergy_ZIP=-3.61, Synergy_Bliss=-5.22, Synergy_Loewe=-6.42, Synergy_HSA=-4.58. (3) Drug 1: CC1=C2C(C(=O)C3(C(CC4C(C3C(C(C2(C)C)(CC1OC(=O)C(C(C5=CC=CC=C5)NC(=O)OC(C)(C)C)O)O)OC(=O)C6=CC=CC=C6)(CO4)OC(=O)C)OC)C)OC. Drug 2: CC=C1C(=O)NC(C(=O)OC2CC(=O)NC(C(=O)NC(CSSCCC=C2)C(=O)N1)C(C)C)C(C)C. Cell line: HCT-15. Synergy scores: CSS=63.7, Synergy_ZIP=3.48, Synergy_Bliss=4.79, Synergy_Loewe=-2.60, Synergy_HSA=4.99. (4) Drug 1: CC1=C(N=C(N=C1N)C(CC(=O)N)NCC(C(=O)N)N)C(=O)NC(C(C2=CN=CN2)OC3C(C(C(C(O3)CO)O)O)OC4C(C(C(C(O4)CO)O)OC(=O)N)O)C(=O)NC(C)C(C(C)C(=O)NC(C(C)O)C(=O)NCCC5=NC(=CS5)C6=NC(=CS6)C(=O)NCCC[S+](C)C)O. Drug 2: C1=CC=C(C(=C1)C(C2=CC=C(C=C2)Cl)C(Cl)Cl)Cl. Cell line: SN12C. Synergy scores: CSS=2.61, Synergy_ZIP=16.1, Synergy_Bliss=22.9, Synergy_Loewe=-26.2, Synergy_HSA=-5.65.